This data is from Peptide-MHC class I binding affinity with 185,985 pairs from IEDB/IMGT. The task is: Regression. Given a peptide amino acid sequence and an MHC pseudo amino acid sequence, predict their binding affinity value. This is MHC class I binding data. (1) The binding affinity (normalized) is 0.0847. The MHC is HLA-A11:01 with pseudo-sequence HLA-A11:01. The peptide sequence is EIIPKIKAY. (2) The peptide sequence is RYVLMDGSI. The MHC is HLA-A26:01 with pseudo-sequence HLA-A26:01. The binding affinity (normalized) is 0.00104. (3) The MHC is HLA-A32:01 with pseudo-sequence HLA-A32:01. The binding affinity (normalized) is 0.0785. The peptide sequence is AYIAFPTSCHMFI. (4) The peptide sequence is DWMDRIEEF. The MHC is HLA-B18:01 with pseudo-sequence HLA-B18:01. The binding affinity (normalized) is 0.0847.